Dataset: Reaction yield outcomes from USPTO patents with 853,638 reactions. Task: Predict the reaction yield, written as a fraction of the theoretical maximum amount of product (1.0 means a 100% yield; for example, 0.34 means a 34% yield). The reactants are Cl[C:2]1[N:7]=[C:6]([C:8]2[N:9]([CH:14]([CH3:16])[CH3:15])[C:10]([CH3:13])=[N:11][CH:12]=2)[CH:5]=[CH:4][N:3]=1.Cl.[NH2:18][CH:19]1[CH2:24][CH2:23][CH2:22][CH:21]([C:25]([O:27][CH3:28])=[O:26])[CH2:20]1.C(N(CC)CC)C.C([O-])(O)=O.[Na+]. The catalyst is CC(N(C)C)=O. The product is [CH3:13][C:10]1[N:9]([CH:14]([CH3:16])[CH3:15])[C:8]([C:6]2[CH:5]=[CH:4][N:3]=[C:2]([NH:18][CH:19]3[CH2:24][CH2:23][CH2:22][CH:21]([C:25]([O:27][CH3:28])=[O:26])[CH2:20]3)[N:7]=2)=[CH:12][N:11]=1. The yield is 0.670.